Dataset: Forward reaction prediction with 1.9M reactions from USPTO patents (1976-2016). Task: Predict the product of the given reaction. (1) The product is: [CH3:1][CH2:2][CH2:3][C@H:4]([NH:10][C@H:11]([C:13]([N:15]1[C@H:23]([C:24]([OH:26])=[O:25])[CH2:22][C@H:21]2[C@@H:16]1[CH2:17][CH2:18][CH2:19][CH2:20]2)=[O:14])[CH3:12])[C:5]([OH:7])=[O:6]. Given the reactants [CH3:1][CH2:2][CH2:3][C@H:4]([NH:10][C@H:11]([C:13]([N:15]1[C@H:23]([C:24]([OH:26])=[O:25])[CH2:22][C@H:21]2[C@@H:16]1[CH2:17][CH2:18][CH2:19][CH2:20]2)=[O:14])[CH3:12])[C:5]([O:7]CC)=[O:6].C([C@](N1[C@@H](C)C(=O)N2[C@@H]3[C@H](C[C@H]2C1=O)CCCC3)(CCC)C(O)=O)C.O=C1NCCNC1=O, predict the reaction product. (2) Given the reactants C(O[C:4]1[CH2:9][CH2:8][CH2:7][C:6](=[O:10])[CH:5]=1)C.[F:11][C:12]1[CH:17]=[CH:16][C:15]([Mg]Br)=[CH:14][CH:13]=1.Cl, predict the reaction product. The product is: [F:11][C:12]1[CH:17]=[CH:16][C:15]([C:4]2[CH2:9][CH2:8][CH2:7][C:6](=[O:10])[CH:5]=2)=[CH:14][CH:13]=1. (3) The product is: [OH:15][CH:12]1[CH2:11][CH2:10][N:9]([C:7](=[O:8])[CH2:6][C:5](=[O:22])[C:4]([O:3][CH2:1][CH3:2])=[O:23])[CH2:14][CH2:13]1. Given the reactants [CH2:1]([O:3][C:4](=[O:23])[C:5](=[O:22])[CH2:6][C:7]([N:9]1[CH2:14][CH2:13][CH:12]([O:15]C(=O)C(C)(C)C)[CH2:11][CH2:10]1)=[O:8])[CH3:2].[O-]CC.[Na+], predict the reaction product. (4) Given the reactants [CH:1]1([CH:7]([NH:19][C:20]2[CH:25]=[CH:24][C:23]([C:26]([N:28]([CH3:36])[CH2:29][CH2:30][C:31]([O:33][CH2:34][CH3:35])=[O:32])=[O:27])=[CH:22][CH:21]=2)[C:8]2[O:9][C:10]3[CH:17]=[CH:16][C:15]([OH:18])=[CH:14][C:11]=3[C:12]=2[CH3:13])[CH2:6][CH2:5][CH2:4][CH2:3][CH2:2]1.Cl[C:38]1[C:43]([C:44]#[N:45])=[CH:42][CH:41]=[CH:40][N:39]=1.C(=O)([O-])[O-].[K+].[K+].O, predict the reaction product. The product is: [C:44]([C:43]1[C:38]([O:18][C:15]2[CH:16]=[CH:17][C:10]3[O:9][C:8]([CH:7]([NH:19][C:20]4[CH:21]=[CH:22][C:23]([C:26]([N:28]([CH3:36])[CH2:29][CH2:30][C:31]([O:33][CH2:34][CH3:35])=[O:32])=[O:27])=[CH:24][CH:25]=4)[CH:1]4[CH2:6][CH2:5][CH2:4][CH2:3][CH2:2]4)=[C:12]([CH3:13])[C:11]=3[CH:14]=2)=[N:39][CH:40]=[CH:41][CH:42]=1)#[N:45].